Dataset: Orexin1 receptor HTS with 218,158 compounds and 233 confirmed actives. Task: Binary Classification. Given a drug SMILES string, predict its activity (active/inactive) in a high-throughput screening assay against a specified biological target. (1) The drug is o1nc(nc1CN1CCC(CC1)c1ccncc1)C(c1ccccc1)c1ccccc1. The result is 0 (inactive). (2) The compound is O(CC(=O)N1CCC(CC1)C(O)=O)c1c2c(CC)cc(oc2cc(c1)C)=O. The result is 0 (inactive). (3) The molecule is Clc1c2oc(C(=O)NCC(N3CCOCC3)(C)C)c(c2cc(c1)C)C. The result is 0 (inactive). (4) The molecule is Fc1ccc(CNc2cc3c(nccc3)c(O)c2)cc1. The result is 0 (inactive).